Dataset: Reaction yield outcomes from USPTO patents with 853,638 reactions. Task: Predict the reaction yield, written as a fraction of the theoretical maximum amount of product (1.0 means a 100% yield; for example, 0.34 means a 34% yield). (1) The reactants are [CH3:1][C:2]1[Se:6][C:5]([C:7]([O:9][CH3:10])=[O:8])=[CH:4][C:3]=1[N+:11]([O-])=O.Cl.[Cl-].[NH4+]. The catalyst is O.CO.[Fe]. The product is [NH2:11][C:3]1[CH:4]=[C:5]([C:7]([O:9][CH3:10])=[O:8])[Se:6][C:2]=1[CH3:1]. The yield is 0.790. (2) The reactants are Br[CH2:2][C:3]1[CH:4]=[C:5]([C:9]2([C:12]([F:15])([F:14])[F:13])[N:11]=[N:10]2)[CH:6]=[CH:7][CH:8]=1.[C:16]1(=[O:26])[NH:20][C:19](=[O:21])[C:18]2=[CH:22][CH:23]=[CH:24][CH:25]=[C:17]12.[K]. The catalyst is CN(C)C=O. The product is [F:13][C:12]([F:15])([F:14])[C:9]1([C:5]2[CH:4]=[C:3]([CH:8]=[CH:7][CH:6]=2)[CH2:2][N:20]2[C:16](=[O:26])[C:17]3[C:18](=[CH:22][CH:23]=[CH:24][CH:25]=3)[C:19]2=[O:21])[NH:11][NH:10]1. The yield is 0.820.